Regression. Given a peptide amino acid sequence and an MHC pseudo amino acid sequence, predict their binding affinity value. This is MHC class I binding data. From a dataset of Peptide-MHC class I binding affinity with 185,985 pairs from IEDB/IMGT. (1) The peptide sequence is RENQVAVVR. The MHC is HLA-A11:01 with pseudo-sequence HLA-A11:01. The binding affinity (normalized) is 0.0847. (2) The peptide sequence is HFQKDAKVL. The MHC is HLA-A26:01 with pseudo-sequence HLA-A26:01. The binding affinity (normalized) is 0.0847. (3) The peptide sequence is IGFILYKVL. The MHC is H-2-Kb with pseudo-sequence H-2-Kb. The binding affinity (normalized) is 0.487. (4) The peptide sequence is DIRTLLPIL. The MHC is HLA-A02:01 with pseudo-sequence HLA-A02:01. The binding affinity (normalized) is 0.0263. (5) The peptide sequence is RRYASQTEL. The MHC is BoLA-HD6 with pseudo-sequence BoLA-HD6. The binding affinity (normalized) is 0.423. (6) The peptide sequence is LPTWLGAAI. The MHC is HLA-A02:03 with pseudo-sequence HLA-A02:03. The binding affinity (normalized) is 0.422.